From a dataset of Catalyst prediction with 721,799 reactions and 888 catalyst types from USPTO. Predict which catalyst facilitates the given reaction. (1) Reactant: [CH2:1]([O:4][N:5]1[C:14](=[O:15])[C:13]2[C:8](=[CH:9][C:10]([F:17])=[C:11]([F:16])[CH:12]=2)[NH:7][C:6]1=[O:18])[CH:2]=[CH2:3].[H-].[Na+].[CH2:21](Br)[C:22]1[CH:27]=[CH:26][CH:25]=[CH:24][CH:23]=1. Product: [CH2:1]([O:4][N:5]1[C:14](=[O:15])[C:13]2[C:8](=[CH:9][C:10]([F:17])=[C:11]([F:16])[CH:12]=2)[N:7]([CH2:21][C:22]2[CH:27]=[CH:26][CH:25]=[CH:24][CH:23]=2)[C:6]1=[O:18])[CH:2]=[CH2:3]. The catalyst class is: 3. (2) Reactant: [OH:1][N:2]=[C:3]([C:10]1[N:14]([CH3:15])[N:13]=[N:12][N:11]=1)[C:4]1[CH:9]=[CH:8][CH:7]=[CH:6][CH:5]=1.C1CN2C(=NCCC2)C1.Br.[Br-].[O:27]1[CH2:31][CH2:30][O:29][CH:28]1[C:32]1[N:37]=[C:36]([CH2:38][N+]2C=CC=CC=2)[CH:35]=[CH:34][CH:33]=1. Product: [O:27]1[CH2:31][CH2:30][O:29][CH:28]1[C:32]1[N:37]=[C:36]([CH2:38][O:1][N:2]=[C:3]([C:10]2[N:14]([CH3:15])[N:13]=[N:12][N:11]=2)[C:4]2[CH:5]=[CH:6][CH:7]=[CH:8][CH:9]=2)[CH:35]=[CH:34][CH:33]=1. The catalyst class is: 23. (3) Reactant: [CH2:1]([O:8][C:9]1[CH:18]=[CH:17][CH:16]=[C:15]2[C:10]=1[CH2:11][CH2:12][C:13]([CH2:19]O)=[CH:14]2)[C:2]1[CH:7]=[CH:6][CH:5]=[CH:4][CH:3]=1.C1(C)C=CC(S([Cl:30])(=O)=O)=CC=1.C(N(CC)CC)C.O. Product: [CH2:1]([O:8][C:9]1[CH:18]=[CH:17][CH:16]=[C:15]2[C:10]=1[CH2:11][CH2:12][C:13]([CH2:19][Cl:30])=[CH:14]2)[C:2]1[CH:7]=[CH:6][CH:5]=[CH:4][CH:3]=1. The catalyst class is: 119. (4) Reactant: [NH2:1][CH:2]([C:6]#[N:7])[C:3]([NH2:5])=[O:4].[N:8]([C:11]1[CH:20]=[CH:19][C:18]2[C:13](=[CH:14][CH:15]=[CH:16][CH:17]=2)[CH:12]=1)=[C:9]=[S:10]. Product: [NH2:7][C:6]1[S:10][C:9]([NH:8][C:11]2[CH:20]=[CH:19][C:18]3[C:13](=[CH:14][CH:15]=[CH:16][CH:17]=3)[CH:12]=2)=[N:1][C:2]=1[C:3]([NH2:5])=[O:4]. The catalyst class is: 25. (5) Reactant: [Br:1][C:2]1[C:14]([CH3:15])=[CH:13][C:5]([O:6][CH2:7][CH2:8][CH2:9][C:10](=O)[CH3:11])=[CH:4][C:3]=1[CH3:16].[CH3:17][O:18][NH2:19].O. Product: [CH3:17][O:18][N:19]=[C:10]([CH2:9][CH2:8][CH2:7][O:6][C:5]1[CH:13]=[C:14]([CH3:15])[C:2]([Br:1])=[C:3]([CH3:16])[CH:4]=1)[CH3:11]. The catalyst class is: 14. (6) Reactant: [C:1]([C:5]1[N:6]=[C:7]([NH:10][C:11]([C:13]2[CH:39]=[CH:38][N:16]3[C:17](=[O:37])[C:18](/[CH:28]=[CH:29]/[C:30]([O:32][C:33]([CH3:36])([CH3:35])[CH3:34])=[O:31])=[C:19]([N:21]4[CH2:26][CH2:25][CH2:24][C@@H:23]([OH:27])[CH2:22]4)[N:20]=[C:15]3[CH:14]=2)=[O:12])[S:8][CH:9]=1)([CH3:4])([CH3:3])[CH3:2].ClCCl.N1C=CC=CC=1.[Cl:49][CH2:50][CH2:51][N:52]=[C:53]=[O:54]. Product: [C:1]([C:5]1[N:6]=[C:7]([NH:10][C:11]([C:13]2[CH:39]=[CH:38][N:16]3[C:17](=[O:37])[C:18](/[CH:28]=[CH:29]/[C:30]([O:32][C:33]([CH3:36])([CH3:35])[CH3:34])=[O:31])=[C:19]([N:21]4[CH2:26][CH2:25][CH2:24][C@@H:23]([O:27][C:53]([NH:52][CH2:51][CH2:50][Cl:49])=[O:54])[CH2:22]4)[N:20]=[C:15]3[CH:14]=2)=[O:12])[S:8][CH:9]=1)([CH3:4])([CH3:2])[CH3:3]. The catalyst class is: 6. (7) Reactant: C(OC([NH:11][C@H:12]([C:14]1[N:15]=[C:16]2[CH:21]=[CH:20][CH:19]=[C:18]([C:22]([O:24][CH3:25])=[O:23])[N:17]2[C:26]=1[C:27]1[CH:28]=[N:29][CH:30]=[CH:31][CH:32]=1)[CH3:13])=O)C1C=CC=CC=1.CSC. Product: [NH2:11][C@H:12]([C:14]1[N:15]=[C:16]2[CH:21]=[CH:20][CH:19]=[C:18]([C:22]([O:24][CH3:25])=[O:23])[N:17]2[C:26]=1[C:27]1[CH:28]=[N:29][CH:30]=[CH:31][CH:32]=1)[CH3:13]. The catalyst class is: 67. (8) Reactant: Br[CH2:2][CH2:3][CH2:4][O:5][C:6]1[CH:11]=[CH:10][C:9]([C:12]2[C:13]3[CH:20]=[CH:19][CH:18]=[CH:17][C:14]=3[S:15][CH:16]=2)=[CH:8][CH:7]=1.[S:21]1[CH:25]=[CH:24][CH:23]=[C:22]1[CH2:26][NH2:27].C(=O)([O-])[O-].[K+].[K+]. Product: [S:15]1[CH:16]=[C:12]([C:9]2[CH:10]=[CH:11][C:6]([O:5][CH2:4][CH2:3][CH2:2][NH:27][CH2:26][C:22]3[S:21][CH:25]=[CH:24][CH:23]=3)=[CH:7][CH:8]=2)[C:13]2[CH:20]=[CH:19][CH:18]=[CH:17][C:14]1=2. The catalyst class is: 10.